From a dataset of Peptide-MHC class I binding affinity with 185,985 pairs from IEDB/IMGT. Regression. Given a peptide amino acid sequence and an MHC pseudo amino acid sequence, predict their binding affinity value. This is MHC class I binding data. (1) The peptide sequence is PTNDHIPVVY. The MHC is HLA-A68:01 with pseudo-sequence HLA-A68:01. The binding affinity (normalized) is 0.0925. (2) The peptide sequence is EFLHYCNSY. The MHC is HLA-A31:01 with pseudo-sequence HLA-A31:01. The binding affinity (normalized) is 0.0262.